This data is from Reaction yield outcomes from USPTO patents with 853,638 reactions. The task is: Predict the reaction yield, written as a fraction of the theoretical maximum amount of product (1.0 means a 100% yield; for example, 0.34 means a 34% yield). (1) The catalyst is ClCCl.O.C1(C)C=CC(S(O)(=O)=O)=CC=1. The product is [CH2:1]([O:8][C:9]([N:11]1[C@H:16]([C:17](=[O:30])[NH:18][C@@H:19]([CH2:20][C:21]([O:23][C:24]([CH3:25])([CH3:27])[CH3:26])=[O:22])[CH:32]([O:36][CH2:37][CH3:38])[O:39][CH2:40][CH3:41])[C@@H:15]2[CH2:31][C@H:12]1[CH2:13][CH2:14]2)=[O:10])[C:2]1[CH:3]=[CH:4][CH:5]=[CH:6][CH:7]=1. The yield is 0.780. The reactants are [CH2:1]([O:8][C:9]([N:11]1[C@H:16]([C:17](=[O:30])[NH:18][C@H:19](C=O)[CH2:20][C:21]([O:23][C:24]([CH3:27])([CH3:26])[CH3:25])=[O:22])[C@@H:15]2[CH2:31][C@H:12]1[CH2:13][CH2:14]2)=[O:10])[C:2]1[CH:7]=[CH:6][CH:5]=[CH:4][CH:3]=1.[CH:32]([O:39][CH2:40][CH3:41])([O:36][CH2:37][CH3:38])OCC.C(=O)(O)[O-].[Na+]. (2) The reactants are [Br:1][C:2]1[CH:7]=[C:6]([F:8])[C:5]([CH2:9][C:10](O)=[O:11])=[C:4]([F:13])[CH:3]=1.S(Cl)([Cl:16])=O.CN(C=O)C. No catalyst specified. The product is [Br:1][C:2]1[CH:7]=[C:6]([F:8])[C:5]([CH2:9][C:10]([Cl:16])=[O:11])=[C:4]([F:13])[CH:3]=1. The yield is 0.696. (3) The reactants are [CH2:1]([NH:8][C:9](=[O:18])[NH:10][C:11]([CH3:17])([CH3:16])[CH2:12][C:13]([OH:15])=O)[C:2]1[CH:7]=[CH:6][CH:5]=[CH:4][CH:3]=1.[NH2:19][C@@H:20]([CH2:43][C:44]1[CH:49]=[CH:48][C:47]([O:50][C:51]([CH3:54])([CH3:53])[CH3:52])=[CH:46][CH:45]=1)[C:21]([N:23]([CH2:35][CH:36]([O:40][CH2:41][CH3:42])[O:37][CH2:38][CH3:39])[CH2:24][C:25]1[C:34]2[C:29](=[CH:30][CH:31]=[CH:32][CH:33]=2)[CH:28]=[CH:27][CH:26]=1)=[O:22]. No catalyst specified. The product is [CH2:1]([NH:8][C:9](=[O:18])[NH:10][C:11]([CH3:17])([CH3:16])[CH2:12][C:13]([NH:19][C@@H:20]([CH2:43][C:44]1[CH:49]=[CH:48][C:47]([O:50][C:51]([CH3:53])([CH3:52])[CH3:54])=[CH:46][CH:45]=1)[C:21]([N:23]([CH2:35][CH:36]([O:40][CH2:41][CH3:42])[O:37][CH2:38][CH3:39])[CH2:24][C:25]1[C:34]2[C:29](=[CH:30][CH:31]=[CH:32][CH:33]=2)[CH:28]=[CH:27][CH:26]=1)=[O:22])=[O:15])[C:2]1[CH:3]=[CH:4][CH:5]=[CH:6][CH:7]=1. The yield is 0.890. (4) The reactants are [OH:1][C:2]1[CH:7]=[CH:6][C:5]([N:8]2[CH2:13][CH2:12][NH:11][CH2:10][CH2:9]2)=[CH:4][CH:3]=1.[OH-].[Na+].[C:16](O[C:16]([O:18][C:19]([CH3:22])([CH3:21])[CH3:20])=[O:17])([O:18][C:19]([CH3:22])([CH3:21])[CH3:20])=[O:17]. The catalyst is O. The product is [OH:1][C:2]1[CH:3]=[CH:4][C:5]([N:8]2[CH2:13][CH2:12][N:11]([C:16]([O:18][C:19]([CH3:22])([CH3:21])[CH3:20])=[O:17])[CH2:10][CH2:9]2)=[CH:6][CH:7]=1. The yield is 0.990. (5) The reactants are [C:1]1([NH:7][C:8]2[C:13]3[S:14][C:15]4[CH:20]=[CH:19][CH:18]=[CH:17][C:16]=4[C:12]=3[CH:11]=[CH:10][CH:9]=2)[CH:6]=[CH:5][CH:4]=[CH:3][CH:2]=1.[Br:21][C:22]1[CH:27]=[CH:26][C:25](I)=[CH:24][CH:23]=1.CC([O-])(C)C.[Na+]. The catalyst is C1(P(C2C=CC=CC=2)[C-]2C=CC=C2)C=CC=CC=1.[C-]1(P(C2C=CC=CC=2)C2C=CC=CC=2)C=CC=C1.[Fe+2].C1C=CC(/C=C/C(/C=C/C2C=CC=CC=2)=O)=CC=1.C1C=CC(/C=C/C(/C=C/C2C=CC=CC=2)=O)=CC=1.C1C=CC(/C=C/C(/C=C/C2C=CC=CC=2)=O)=CC=1.[Pd].[Pd]. The product is [Br:21][C:22]1[CH:27]=[CH:26][C:25]([N:7]([C:1]2[CH:2]=[CH:3][CH:4]=[CH:5][CH:6]=2)[C:8]2[C:13]3[S:14][C:15]4[CH:20]=[CH:19][CH:18]=[CH:17][C:16]=4[C:12]=3[CH:11]=[CH:10][CH:9]=2)=[CH:24][CH:23]=1. The yield is 0.800. (6) The reactants are C([O-])(O)=O.[Na+].[CH:6]1([C:11]([C:13]2[CH:18]=[C:17]([CH3:19])[CH:16]=[CH:15][C:14]=2[NH:20][C:21]([NH:23][C:24]2[S:25][C:26]([CH:29]=O)=[CH:27][N:28]=2)=[O:22])=[O:12])[CH2:10][CH2:9][CH2:8][CH2:7]1.Cl.[NH2:32][OH:33]. The catalyst is C1COCC1. The product is [CH:6]1([C:11]([C:13]2[CH:18]=[C:17]([CH3:19])[CH:16]=[CH:15][C:14]=2[NH:20][C:21]([NH:23][C:24]2[S:25][C:26]([CH:29]=[N:32][OH:33])=[CH:27][N:28]=2)=[O:22])=[O:12])[CH2:7][CH2:8][CH2:9][CH2:10]1. The yield is 0.760.